This data is from Reaction yield outcomes from USPTO patents with 853,638 reactions. The task is: Predict the reaction yield, written as a fraction of the theoretical maximum amount of product (1.0 means a 100% yield; for example, 0.34 means a 34% yield). (1) The reactants are [CH3:1][N:2]1[C@@H:19]2[CH2:20][C:7]3[CH:8]=[CH:9][C:10]([O:22][CH3:23])=[C:11]4[O:12][C@H:13]5[C:14]([CH2:16][CH2:17][C@:18]2([OH:21])[C@:5]5([C:6]=34)[CH2:4][CH2:3]1)=[O:15].[ClH:24].[H][H]. The catalyst is [Pd].O.C(O)C. The product is [CH3:1][N:2]1[C@@H:19]2[CH2:20][C:7]3[CH:8]=[CH:9][C:10]([O:22][CH3:23])=[C:11]4[O:12][C@H:13]5[C:14]([CH2:16][CH2:17][C@:18]2([OH:21])[C@:5]5([C:6]=34)[CH2:4][CH2:3]1)=[O:15].[ClH:24]. The yield is 0.796. (2) The reactants are Br[C:2]1[NH:6][CH:5]=[C:4]([CH:7]=[O:8])[CH:3]=1.[CH3:9][C:10]1[CH:15]=[CH:14][CH:13]=[CH:12][C:11]=1B(O)O.C(=O)([O-])[O-].[Na+].[Na+].COCCOC. The catalyst is O. The yield is 0.680. The product is [CH3:9][C:10]1[CH:15]=[CH:14][CH:13]=[CH:12][C:11]=1[C:2]1[NH:6][CH:5]=[C:4]([CH:7]=[O:8])[CH:3]=1. (3) The catalyst is C(#N)C.[Hg](OC(C)=O)OC(C)=O. The product is [C:1]([O:4][C:5]1([CH2:9][N:10]2[CH:14]=[C:13]([C:15]([CH3:18])([CH3:17])[CH3:16])[S:12]/[C:11]/2=[N:19]\[C:20]([C:22]2[CH:27]=[C:26]([Cl:28])[CH:25]=[CH:24][C:23]=2[O:29][CH3:30])=[N:40][C:39]#[N:38])[CH2:8][CH2:7][CH2:6]1)(=[O:3])[CH3:2]. The reactants are [C:1]([O:4][C:5]1([CH2:9][N:10]2[CH:14]=[C:13]([C:15]([CH3:18])([CH3:17])[CH3:16])[S:12]/[C:11]/2=[N:19]\[C:20]([C:22]2[CH:27]=[C:26]([Cl:28])[CH:25]=[CH:24][C:23]=2[O:29][CH3:30])=S)[CH2:8][CH2:7][CH2:6]1)(=[O:3])[CH3:2].C(N(CC)CC)C.[N:38]#[C:39][NH2:40]. The yield is 0.770. (4) The reactants are [Br:1][C:2]1[CH:7]=[CH:6][CH:5]=[C:4]([CH2:8][C:9]2[N:14]=[C:13]([O:15][CH3:16])[N:12]=[C:11]([O:17][CH3:18])[N:10]=2)[C:3]=1[NH:19][S:20]([CH:23]([F:25])[F:24])(=[O:22])=[O:21].C(OCC)(=[O:28])C.O. The catalyst is C(O)(=O)C. The product is [Br:1][C:2]1[CH:7]=[CH:6][CH:5]=[C:4]([C:8]([C:9]2[N:14]=[C:13]([O:15][CH3:16])[N:12]=[C:11]([O:17][CH3:18])[N:10]=2)=[O:28])[C:3]=1[NH:19][S:20]([CH:23]([F:25])[F:24])(=[O:21])=[O:22]. The yield is 0.150. (5) The reactants are [N+]([C:4]1[CH:5]=[C:6]2[C:10](=[CH:11][CH:12]=1)[NH:9][N:8]=[C:7]2[C:13]1[CH:18]=[CH:17][CH:16]=[CH:15][CH:14]=1)([O-])=O.[H][H].C(OCC)(=[O:23])C. The catalyst is [Pd].[Pd].[C]. The product is [C:13]1([C:7]2[C:6]3[C:10](=[CH:11][CH:12]=[C:4]([OH:23])[CH:5]=3)[NH:9][N:8]=2)[CH:18]=[CH:17][CH:16]=[CH:15][CH:14]=1. The yield is 0.280.